From a dataset of Full USPTO retrosynthesis dataset with 1.9M reactions from patents (1976-2016). Predict the reactants needed to synthesize the given product. (1) The reactants are: Br[CH2:2][CH:3]([CH2:6][CH3:7])[CH2:4][CH3:5].[Br:8][C:9]1[CH:10]=[C:11]2[C:15](=[CH:16][CH:17]=1)[NH:14][CH:13]=[CH:12]2. Given the product [Br:8][C:9]1[CH:10]=[C:11]2[C:15](=[CH:16][CH:17]=1)[N:14]([CH2:2][CH:3]([CH2:6][CH3:7])[CH2:4][CH3:5])[CH:13]=[CH:12]2, predict the reactants needed to synthesize it. (2) The reactants are: [NH2:1][C@@H:2]([CH2:7][C:8]1[CH:13]=[CH:12][C:11]([O:14][CH3:15])=[CH:10][CH:9]=1)[C:3]([O:5][CH3:6])=[O:4].O.Cl[C:18]([O:20][C:21]1[CH:26]=[CH:25][C:24]([N+:27]([O-:29])=[O:28])=[CH:23][CH:22]=1)=[O:19].C(N(C(C)C)CC)(C)C. Given the product [CH3:15][O:14][C:11]1[CH:10]=[CH:9][C:8]([CH2:7][C@H:2]([NH:1][C:18]([O:20][C:21]2[CH:22]=[CH:23][C:24]([N+:27]([O-:29])=[O:28])=[CH:25][CH:26]=2)=[O:19])[C:3]([O:5][CH3:6])=[O:4])=[CH:13][CH:12]=1, predict the reactants needed to synthesize it. (3) Given the product [NH2:21][C:20]1[N:19]=[CH:18][N:17]=[C:16]2[N:12]([C:8]3[CH:7]=[C:6]([C:4]4[N:3]=[CH:2][N:1]([C:24](=[O:26])[CH3:25])[CH:5]=4)[CH:11]=[CH:10][CH:9]=3)[N:13]=[CH:14][C:15]=12, predict the reactants needed to synthesize it. The reactants are: [N:1]1[CH:5]=[C:4]([C:6]2[CH:7]=[C:8]([N:12]3[C:16]4=[N:17][CH:18]=[N:19][C:20]([NH2:21])=[C:15]4[CH:14]=[N:13]3)[CH:9]=[CH:10][CH:11]=2)[NH:3][CH:2]=1.[H-].[Na+].[C:24](Cl)(=[O:26])[CH3:25]. (4) Given the product [Cl:1][C:2]1[CH:3]=[C:4]([F:9])[C:5]([NH2:11])=[N:6][CH:7]=1, predict the reactants needed to synthesize it. The reactants are: [Cl:1][C:2]1[CH:3]=[C:4]([F:9])[C:5](F)=[N:6][CH:7]=1.[OH-].[NH4+:11]. (5) Given the product [CH2:42]([O:44][C:45]([N:47]1[CH2:52][CH2:51][N:50]([C:53](=[O:88])[C@@H:54]([NH:58][C:59]([C:61]2[CH:65]=[C:64]([O:66][CH2:67][C:68]([N:70]3[CH2:74][CH2:73][CH2:72][C@H:71]3[C:75](=[O:81])[NH:76][CH:77]3[CH2:80][CH2:79][CH2:78]3)=[O:69])[N:63]([C:82]3[CH:87]=[CH:86][CH:85]=[CH:84][CH:83]=3)[N:62]=2)=[O:60])[CH2:55][CH2:56][NH:57][C:5]([CH:3]2[CH2:4][C:2]2([F:8])[F:1])=[O:6])[CH2:49][CH2:48]1)=[O:46])[CH3:43], predict the reactants needed to synthesize it. The reactants are: [F:1][C:2]1([F:8])[CH2:4][CH:3]1[C:5](O)=[O:6].CCN(C(C)C)C(C)C.CN(C(ON1N=NC2C=CC=NC1=2)=[N+](C)C)C.F[P-](F)(F)(F)(F)F.[CH2:42]([O:44][C:45]([N:47]1[CH2:52][CH2:51][N:50]([C:53](=[O:88])[C@@H:54]([NH:58][C:59]([C:61]2[CH:65]=[C:64]([O:66][CH2:67][C:68]([N:70]3[CH2:74][CH2:73][CH2:72][C@H:71]3[C:75](=[O:81])[NH:76][CH:77]3[CH2:80][CH2:79][CH2:78]3)=[O:69])[N:63]([C:82]3[CH:87]=[CH:86][CH:85]=[CH:84][CH:83]=3)[N:62]=2)=[O:60])[CH2:55][CH2:56][NH2:57])[CH2:49][CH2:48]1)=[O:46])[CH3:43]. (6) Given the product [C:4]([O:8][C:9]([NH:11][CH2:12][CH:13]([CH2:19][C:20]1[CH:25]=[CH:24][C:23]([Cl:26])=[C:22]([F:27])[CH:21]=1)[C:14]([OH:16])=[O:15])=[O:10])([CH3:7])([CH3:5])[CH3:6], predict the reactants needed to synthesize it. The reactants are: O[Li].O.[C:4]([O:8][C:9]([NH:11][CH2:12][CH:13]([CH2:19][C:20]1[CH:25]=[CH:24][C:23]([Cl:26])=[C:22]([F:27])[CH:21]=1)[C:14]([O:16]CC)=[O:15])=[O:10])([CH3:7])([CH3:6])[CH3:5].